This data is from Full USPTO retrosynthesis dataset with 1.9M reactions from patents (1976-2016). The task is: Predict the reactants needed to synthesize the given product. (1) Given the product [C:14]([N:17]1[CH2:21][CH2:20][N:19]([C:8]2[CH:9]=[CH:10][C:5]([C:3]([O:2][CH3:1])=[O:4])=[CH:6][CH:7]=2)[C:18]1=[O:22])(=[O:16])[CH3:15], predict the reactants needed to synthesize it. The reactants are: [CH3:1][O:2][C:3]([C:5]1[CH:10]=[CH:9][C:8](B(O)O)=[CH:7][CH:6]=1)=[O:4].[C:14]([N:17]1[CH2:21][CH2:20][NH:19][C:18]1=[O:22])(=[O:16])[CH3:15].C(Cl)Cl.C(N(CC)CC)C. (2) Given the product [CH2:20]([O:8][C:5]1[CH:6]=[CH:7][C:2]([CH3:1])=[CH:3][C:4]=1[N+:9]([O-:11])=[O:10])[CH:19]=[CH2:18], predict the reactants needed to synthesize it. The reactants are: [CH3:1][C:2]1[CH:7]=[CH:6][C:5]([OH:8])=[C:4]([N+:9]([O-:11])=[O:10])[CH:3]=1.C([O-])([O-])=O.[K+].[K+].[CH2:18](Br)[CH:19]=[CH2:20]. (3) The reactants are: [C:1]([O:5][C:6]([N:8]1[CH2:13][CH2:12][N:11]([C:14]2[CH:19]=[CH:18][CH:17]=[C:16]([NH:20][CH2:21][C:22]3[CH:27]=[CH:26][CH:25]=[CH:24][CH:23]=3)[C:15]=2[NH2:28])[CH2:10][CH2:9]1)=[O:7])([CH3:4])([CH3:3])[CH3:2].[C:29](=O)([O-])[O-:30].[Na+].[Na+].C(Cl)(Cl)=O. Given the product [C:1]([O:5][C:6]([N:8]1[CH2:13][CH2:12][N:11]([C:14]2[C:15]3[NH:28][C:29](=[O:30])[N:20]([CH2:21][C:22]4[CH:23]=[CH:24][CH:25]=[CH:26][CH:27]=4)[C:16]=3[CH:17]=[CH:18][CH:19]=2)[CH2:10][CH2:9]1)=[O:7])([CH3:4])([CH3:2])[CH3:3], predict the reactants needed to synthesize it. (4) Given the product [CH3:15][O:13][C:10](=[O:14])[C:11]#[C:12][C:2]1[CH:7]=[CH:6][CH:5]=[C:4]([O:8][CH3:9])[CH:3]=1, predict the reactants needed to synthesize it. The reactants are: Br[C:2]1[CH:3]=[C:4]([O:8][CH3:9])[CH:5]=[CH:6][CH:7]=1.[C:10]([OH:14])(=[O:13])[C:11]#[CH:12].[CH:15]1(P(C2CCCCC2)C2C=CC=CC=2C2C(C(C)C)=CC(S([O-])(=O)=O)=CC=2C(C)C)CCCCC1.[Na+].C([O-])([O-])=O.[Cs+].[Cs+]. (5) Given the product [CH2:30]([O:29][C:27]([NH:13][C:5]1([C:8]([O:10][CH2:11][CH3:12])=[O:9])[CH2:6][O:7][C:2]([CH3:16])([CH3:1])[O:3][CH2:4]1)=[O:28])[C:31]1[CH:36]=[CH:35][CH:34]=[CH:33][CH:32]=1, predict the reactants needed to synthesize it. The reactants are: [CH3:1][C:2]1([CH3:16])[O:7][CH2:6][C:5]([N+:13]([O-])=O)([C:8]([O:10][CH2:11][CH3:12])=[O:9])[CH2:4][O:3]1.C(Cl)(Cl)Cl.C(=O)([O-])O.[Na+].Cl[C:27]([O:29][CH2:30][C:31]1[CH:36]=[CH:35][CH:34]=[CH:33][CH:32]=1)=[O:28]. (6) The reactants are: [CH3:1][C:2]1[CH:3]=[C:4]([CH:13]2[CH2:18][N:17]([C:19]([N:21]3[CH2:26][CH2:25][O:24][CH2:23][CH2:22]3)=[O:20])[CH2:16][CH:15]([C:27]([OH:29])=O)[CH2:14]2)[CH:5]=[CH:6][C:7]=1[O:8][C:9]([F:12])([F:11])[F:10].O[N:31]=[C:32]([CH:34]1[CH2:36][CH2:35]1)[NH2:33]. Given the product [CH:34]1([C:32]2[N:33]=[C:27]([CH:15]3[CH2:14][CH:13]([C:4]4[CH:5]=[CH:6][C:7]([O:8][C:9]([F:12])([F:11])[F:10])=[C:2]([CH3:1])[CH:3]=4)[CH2:18][N:17]([C:19]([N:21]4[CH2:26][CH2:25][O:24][CH2:23][CH2:22]4)=[O:20])[CH2:16]3)[O:29][N:31]=2)[CH2:36][CH2:35]1, predict the reactants needed to synthesize it.